Predict the reactants needed to synthesize the given product. From a dataset of Full USPTO retrosynthesis dataset with 1.9M reactions from patents (1976-2016). (1) Given the product [CH3:1][O:2][C:3](=[O:26])[CH2:4][CH2:5][CH2:6][CH2:7][CH2:8][CH2:9][N:10]1[C@@H:11](/[CH:17]=[CH:18]/[C:19](=[O:25])[CH2:20][CH2:21][CH2:22][CH2:23][CH3:24])[CH2:12][CH2:13][CH2:14][C:15]1=[O:16], predict the reactants needed to synthesize it. The reactants are: [CH3:1][O:2][C:3](=[O:26])[CH2:4][CH2:5][CH2:6][CH2:7][CH2:8][CH2:9][N:10]1[C:15](=[O:16])[CH2:14][CH2:13][CH2:12][C@@H:11]1/[CH:17]=[CH:18]/[CH:19]([OH:25])[CH2:20][CH2:21][CH2:22][CH2:23][CH3:24].[H-].[Na+].O=C1CCC[C@H](/C=C/C(=O)CCCCC)N1CCCCCCC(O)=O.O=C(CCCCC)CP(=O)(OC)OC.COC(=O)CCCCCCN1C(=O)CCC[C@@H]1C=O. (2) The reactants are: Br[C:2]1[CH:3]=[C:4]([N:8]([CH3:19])[C:9](=[O:18])[C:10]2[CH:15]=[CH:14][C:13]([F:16])=[CH:12][C:11]=2[F:17])[CH:5]=[N:6][CH:7]=1.CCO.CC1(C)C(C)(C)OB([C:31]2[CH:36]=[CH:35][N:34]=[C:33]([NH:37][C:38](=[O:40])[CH3:39])[CH:32]=2)O1.C(=O)([O-])[O-].[Na+].[Na+]. Given the product [C:38]([NH:37][C:33]1[CH:32]=[C:31]([C:2]2[CH:7]=[N:6][CH:5]=[C:4]([N:8]([CH3:19])[C:9](=[O:18])[C:10]3[CH:15]=[CH:14][C:13]([F:16])=[CH:12][C:11]=3[F:17])[CH:3]=2)[CH:36]=[CH:35][N:34]=1)(=[O:40])[CH3:39], predict the reactants needed to synthesize it. (3) Given the product [C:13]([O:12][C:10]([N:9]1[CH2:4][CH2:5][N:6]([C:17]2[CH:22]=[CH:21][N:6]=[CH:5][C:4]=2[NH2:9])[CH2:7][CH2:8]1)=[O:11])([CH3:14])([CH3:15])[CH3:16], predict the reactants needed to synthesize it. The reactants are: [N+]([CH:4]1[N:9]([C:10]([O:12][C:13]([CH3:16])([CH3:15])[CH3:14])=[O:11])[CH2:8][CH2:7][N:6]([C:17]2[CH:22]=[CH:21]C=CN=2)[CH2:5]1)([O-])=O.